This data is from Reaction yield outcomes from USPTO patents with 853,638 reactions. The task is: Predict the reaction yield, written as a fraction of the theoretical maximum amount of product (1.0 means a 100% yield; for example, 0.34 means a 34% yield). The reactants are [CH3:1][N:2]1[C:14]2[CH2:13][CH2:12][CH:11]([CH:15]3[CH2:20][CH2:19][O:18][CH2:17][CH2:16]3)[CH2:10][C:9]=2[C:8]2[C:3]1=[CH:4][CH:5]=[C:6]([C:21]([O:23]C)=[O:22])[CH:7]=2.[OH-].[Na+]. The catalyst is CO. The product is [CH3:1][N:2]1[C:14]2[CH2:13][CH2:12][CH:11]([CH:15]3[CH2:16][CH2:17][O:18][CH2:19][CH2:20]3)[CH2:10][C:9]=2[C:8]2[C:3]1=[CH:4][CH:5]=[C:6]([C:21]([OH:23])=[O:22])[CH:7]=2. The yield is 0.880.